Dataset: Forward reaction prediction with 1.9M reactions from USPTO patents (1976-2016). Task: Predict the product of the given reaction. Given the reactants C(N[CH2:6][C:7]1[C:8]([OH:35])=[C:9]([C:24]2[CH:29]=[CH:28][C:27]([C:30]([F:33])([F:32])[F:31])=[C:26]([Cl:34])[CH:25]=2)[CH:10]=[C:11]([C:13]2[CH:18]=[CH:17][C:16]([C:19]([F:22])([F:21])[F:20])=[C:15]([Cl:23])[CH:14]=2)[CH:12]=1)(C)(C)C.BrC1C=C(Br)C=C(C=[O:41])C=1O.ClC1C=C(B(O)O)C=CC=1C(F)(F)F, predict the reaction product. The product is: [Cl:23][C:15]1[CH:14]=[C:13]([C:11]2[CH:12]=[C:7]([CH:6]=[O:41])[C:8]([OH:35])=[C:9]([C:24]3[CH:29]=[CH:28][C:27]([C:30]([F:31])([F:33])[F:32])=[C:26]([Cl:34])[CH:25]=3)[CH:10]=2)[CH:18]=[CH:17][C:16]=1[C:19]([F:22])([F:21])[F:20].